This data is from Reaction yield outcomes from USPTO patents with 853,638 reactions. The task is: Predict the reaction yield, written as a fraction of the theoretical maximum amount of product (1.0 means a 100% yield; for example, 0.34 means a 34% yield). (1) The reactants are [CH2:1]([N:3]([CH2:36][CH3:37])[CH2:4][CH2:5][CH2:6][NH:7][C:8]1[N:9]=[C:10]([C:27]2[CH:35]=[CH:34][C:30]([C:31](O)=[O:32])=[CH:29][CH:28]=2)[C:11]2[CH:17]=[CH:16][C:15](=[O:18])[N:14]([C:19]3[C:24]([F:25])=[CH:23][CH:22]=[CH:21][C:20]=3[F:26])[C:12]=2[N:13]=1)[CH3:2].CN(C(O[N:46]1N=N[C:48]2C=CC=[CH:52][C:47]1=2)=[N+](C)C)C.F[P-](F)(F)(F)(F)F.C(N(CC)CC)C.C(N)(C)C. The catalyst is CN(C=O)C. The product is [CH2:1]([N:3]([CH2:36][CH3:37])[CH2:4][CH2:5][CH2:6][NH:7][C:8]1[N:9]=[C:10]([C:27]2[CH:35]=[CH:34][C:30]([C:31]([NH:46][CH:47]([CH3:52])[CH3:48])=[O:32])=[CH:29][CH:28]=2)[C:11]2[CH:17]=[CH:16][C:15](=[O:18])[N:14]([C:19]3[C:20]([F:26])=[CH:21][CH:22]=[CH:23][C:24]=3[F:25])[C:12]=2[N:13]=1)[CH3:2]. The yield is 0.530. (2) The reactants are Cl.O1CCOCC1.[Cl:8][C:9]1[CH:30]=[CH:29][C:12]([CH2:13][C:14]2([O:27][CH3:28])[CH2:19][CH2:18][N:17](C(OC(C)(C)C)=O)[CH2:16][CH2:15]2)=[C:11]([O:31][CH3:32])[CH:10]=1. The catalyst is O1CCOCC1. The product is [ClH:8].[Cl:8][C:9]1[CH:30]=[CH:29][C:12]([CH2:13][C:14]2([O:27][CH3:28])[CH2:15][CH2:16][NH:17][CH2:18][CH2:19]2)=[C:11]([O:31][CH3:32])[CH:10]=1. The yield is 0.930.